From a dataset of Forward reaction prediction with 1.9M reactions from USPTO patents (1976-2016). Predict the product of the given reaction. (1) Given the reactants [OH:1][C:2]1[CH:10]=[CH:9][CH:8]=[C:7]2[C:3]=1[CH:4]=[CH:5][N:6]2[CH2:11][C:12]([O:14][CH2:15][CH3:16])=[O:13].C([O-])([O-])=O.[K+].[K+].Br[CH2:24][CH2:25][CH2:26][O:27][CH:28]1[CH2:33][CH2:32][CH2:31][CH2:30][O:29]1, predict the reaction product. The product is: [O:29]1[CH2:30][CH2:31][CH2:32][CH2:33][CH:28]1[O:27][CH2:26][CH2:25][CH2:24][O:1][C:2]1[CH:10]=[CH:9][CH:8]=[C:7]2[C:3]=1[CH:4]=[CH:5][N:6]2[CH2:11][C:12]([O:14][CH2:15][CH3:16])=[O:13]. (2) Given the reactants [C:1]12([NH2:11])[CH2:10][CH:5]3[CH2:6][CH:7]([CH2:9][CH:3]([CH2:4]3)[CH2:2]1)[CH2:8]2.[O:12]1[CH:16]=[CH:15][CH:14]=[C:13]1[C:17]1[CH:24]=[CH:23][C:20]([CH:21]=O)=[C:19]([OH:25])[CH:18]=1, predict the reaction product. The product is: [C:1]12([NH:11][CH2:21][C:20]3[CH:23]=[CH:24][C:17]([C:13]4[O:12][CH:16]=[CH:15][CH:14]=4)=[CH:18][C:19]=3[OH:25])[CH2:8][CH:7]3[CH2:6][CH:5]([CH2:4][CH:3]([CH2:9]3)[CH2:2]1)[CH2:10]2. (3) Given the reactants Cl[C:2]1[C:3]([CH3:22])=[N:4][CH:5]=[C:6]([CH:21]=1)[C:7]([NH:9][C:10]1[CH:15]=[CH:14][C:13]([O:16][C:17]([F:20])([F:19])[F:18])=[CH:12][CH:11]=1)=[O:8].[N:23]1[CH:28]=[C:27](B(O)O)[CH:26]=[N:25][CH:24]=1, predict the reaction product. The product is: [CH3:22][C:3]1[C:2]([C:27]2[CH:28]=[N:23][CH:24]=[N:25][CH:26]=2)=[CH:21][C:6]([C:7]([NH:9][C:10]2[CH:15]=[CH:14][C:13]([O:16][C:17]([F:20])([F:19])[F:18])=[CH:12][CH:11]=2)=[O:8])=[CH:5][N:4]=1.